From a dataset of Forward reaction prediction with 1.9M reactions from USPTO patents (1976-2016). Predict the product of the given reaction. (1) Given the reactants [F:1][C:2]1[CH:3]=[C:4]([CH:16]=[CH:17][CH:18]=1)[CH2:5][O:6][C:7]1[CH:15]=[CH:14][C:10]([CH:11]=[N:12][OH:13])=[CH:9][CH:8]=1.ClN1C(=O)CCC1=O.[C:27]([O:31][CH2:32][CH3:33])(=[O:30])[C:28]#[CH:29].C(N(CC)CC)C, predict the reaction product. The product is: [CH2:32]([O:31][C:27]([C:28]1[O:13][N:12]=[C:11]([C:10]2[CH:14]=[CH:15][C:7]([O:6][CH2:5][C:4]3[CH:16]=[CH:17][CH:18]=[C:2]([F:1])[CH:3]=3)=[CH:8][CH:9]=2)[CH:29]=1)=[O:30])[CH3:33]. (2) Given the reactants [CH3:1][S:2](Cl)(=[O:4])=[O:3].[C:6]([O:10][C:11](=[O:20])[NH:12][C@H:13]1[CH2:18][CH2:17][C@H:16]([OH:19])[CH2:15][CH2:14]1)([CH3:9])([CH3:8])[CH3:7].C(N(CC)CC)C.C(=O)([O-])O.[Na+], predict the reaction product. The product is: [C:6]([O:10][C:11]([NH:12][C@H:13]1[CH2:14][CH2:15][C@H:16]([O:19][S:2]([CH3:1])(=[O:4])=[O:3])[CH2:17][CH2:18]1)=[O:20])([CH3:9])([CH3:7])[CH3:8]. (3) Given the reactants [NH2:1][C:2]1[N:10]=[CH:9][N:8]=[C:7]2[C:3]=1[N:4]=[CH:5][N:6]2[C@H:11]1[C@@H:15]2[O:16]C(C)(C)[O:18][C@@H:14]2[C@@H:13]([CH2:21][N:22]([CH3:37])[CH2:23][CH2:24][CH2:25][NH:26][C:27]([NH:29][C:30]2[CH:35]=[CH:34][CH:33]=[C:32]([Cl:36])[CH:31]=2)=[O:28])[O:12]1.C([O-])([O-])=O.[K+].[K+], predict the reaction product. The product is: [NH2:1][C:2]1[N:10]=[CH:9][N:8]=[C:7]2[C:3]=1[N:4]=[CH:5][N:6]2[C@@H:11]1[O:12][C@H:13]([CH2:21][N:22]([CH3:37])[CH2:23][CH2:24][CH2:25][NH:26][C:27]([NH:29][C:30]2[CH:35]=[CH:34][CH:33]=[C:32]([Cl:36])[CH:31]=2)=[O:28])[C@@H:14]([OH:18])[C@H:15]1[OH:16]. (4) Given the reactants C[N:2](C)/[CH:3]=[C:4](/[N:7]1[CH:11]=[C:10]([C:12]2[N:13]=[CH:14][S:15][CH:16]=2)[N:9]=[CH:8]1)\[C:5]#[N:6].O.[NH2:19]N.Cl, predict the reaction product. The product is: [S:15]1[CH:16]=[C:12]([C:10]2[N:9]=[CH:8][N:7]([C:4]3[CH:3]=[N:2][NH:6][C:5]=3[NH2:19])[CH:11]=2)[N:13]=[CH:14]1. (5) Given the reactants [Cl:1][C:2]1[CH:34]=[CH:33][C:5]([C:6]([C@@:8]2([OH:32])[C@@H:12]([CH2:13][O:14][C:15](=[O:23])[C:16]3[CH:21]=[CH:20][C:19]([Cl:22])=[CH:18][CH:17]=3)[O:11][C@@H:10](N3C=CC(=O)NC3=O)[CH2:9]2)=[O:7])=[CH:4][CH:3]=1.[C@@H:35]1([N:44]2C=CC(=O)N[C:45]2=[O:46])O[C@H](CO)[C@@H:38](O)[C@H:36]1O.C[N:53]1CCCCC1.C1(C)C=CC(S(Cl)(=O)=O)=CC=1.[NH3:70], predict the reaction product. The product is: [Cl:1][C:2]1[CH:34]=[CH:33][C:5]([C:6]([C@@:8]2([OH:32])[C@@H:12]([CH2:13][O:14][C:15](=[O:23])[C:16]3[CH:17]=[CH:18][C:19]([Cl:22])=[CH:20][CH:21]=3)[O:11][C@@H:10]([N:70]3[CH:38]=[CH:36][C:35]([NH2:53])=[N:44][C:45]3=[O:46])[CH2:9]2)=[O:7])=[CH:4][CH:3]=1. (6) The product is: [Br:1][C:2]1[CH:17]=[CH:16][C:5]2[N:6]=[C:7]([O:9][CH:10]3[CH2:11][CH2:12][N:13]([C:19]4[N:24]=[CH:23][C:22]([F:25])=[CH:21][N:20]=4)[CH2:14][CH2:15]3)[S:8][C:4]=2[CH:3]=1. Given the reactants [Br:1][C:2]1[CH:17]=[CH:16][C:5]2[N:6]=[C:7]([O:9][CH:10]3[CH2:15][CH2:14][NH:13][CH2:12][CH2:11]3)[S:8][C:4]=2[CH:3]=1.Cl[C:19]1[N:24]=[CH:23][C:22]([F:25])=[CH:21][N:20]=1.C(=O)([O-])[O-].[K+].[K+], predict the reaction product. (7) Given the reactants [CH3:1][O:2][C:3](=[O:23])[CH:4]([N:16]1[C:20]([CH3:21])=[CH:19][CH:18]=[C:17]1[CH3:22])[CH2:5][C:6]1[CH:11]=[CH:10][C:9]([O:12][C:13](=[O:15])[CH3:14])=[CH:8][CH:7]=1.[F:24][C:25]([F:36])([F:35])[C:26](O[C:26](=[O:27])[C:25]([F:36])([F:35])[F:24])=[O:27].FC(F)(F)S(O)(=O)=O.[Cl-].[NH4+], predict the reaction product. The product is: [CH3:1][O:2][C:3](=[O:23])[C@@H:4]([N:16]1[C:17]([CH3:22])=[CH:18][C:19]([C:26](=[O:27])[C:25]([F:36])([F:35])[F:24])=[C:20]1[CH3:21])[CH2:5][C:6]1[CH:7]=[CH:8][C:9]([O:12][C:13](=[O:15])[CH3:14])=[CH:10][CH:11]=1. (8) Given the reactants C([NH:5][C:6]([N:8]1[C:16]2[C:11](=[CH:12][C:13]([C:17]([F:20])([F:19])[F:18])=[CH:14][CH:15]=2)[C:10]([NH:21][CH2:22][C:23](=[O:43])[NH:24][CH:25]2[CH2:28][N:27]([CH:29]3[CH2:34][CH2:33][CH:32]([O:35][Si](C(C)(C)C)(C)C)[CH2:31][CH2:30]3)[CH2:26]2)=[N:9]1)=[O:7])(C)(C)C.C(O)(C(F)(F)F)=O, predict the reaction product. The product is: [OH:35][CH:32]1[CH2:31][CH2:30][CH:29]([N:27]2[CH2:26][CH:25]([NH:24][C:23]([CH2:22][NH:21][C:10]3[C:11]4[C:16](=[CH:15][CH:14]=[C:13]([C:17]([F:20])([F:18])[F:19])[CH:12]=4)[N:8]([C:6]([NH2:5])=[O:7])[N:9]=3)=[O:43])[CH2:28]2)[CH2:34][CH2:33]1. (9) Given the reactants [Cl:1][C:2]1[CH:7]=[C:6]([Cl:8])[CH:5]=[CH:4][C:3]=1[C:9]([NH:11][C:12]1[CH:17]=[CH:16][C:15]([C:18]([F:21])([F:20])[F:19])=[CH:14][CH:13]=1)=[NH:10].Br[CH:23]([CH3:31])[C:24](=O)[C:25]([O:27][CH2:28][CH3:29])=[O:26].C([O-])(O)=O.[Na+], predict the reaction product. The product is: [Cl:1][C:2]1[CH:7]=[C:6]([Cl:8])[CH:5]=[CH:4][C:3]=1[C:9]1[N:11]([C:12]2[CH:13]=[CH:14][C:15]([C:18]([F:21])([F:19])[F:20])=[CH:16][CH:17]=2)[C:23]([CH3:31])=[C:24]([C:25]([O:27][CH2:28][CH3:29])=[O:26])[N:10]=1. (10) Given the reactants Br[C:2]1[C:6]2[CH:7]=[N:8][C:9]([NH2:23])=[C:10]([O:11][C@@H:12]([C:14]3[C:19]([Cl:20])=[CH:18][CH:17]=[C:16]([F:21])[C:15]=3[Cl:22])[CH3:13])[C:5]=2[O:4][CH:3]=1.OB(O)[C:26]1[S:30][C:29]([C:31]([OH:33])=[O:32])=[CH:28][CH:27]=1.C(=O)([O-])[O-].[K+].[K+].O1CCOCC1, predict the reaction product. The product is: [NH2:23][C:9]1[N:8]=[CH:7][C:6]2[C:2]([C:26]3[S:30][C:29]([C:31]([OH:33])=[O:32])=[CH:28][CH:27]=3)=[CH:3][O:4][C:5]=2[C:10]=1[O:11][C@@H:12]([C:14]1[C:19]([Cl:20])=[CH:18][CH:17]=[C:16]([F:21])[C:15]=1[Cl:22])[CH3:13].